From a dataset of Reaction yield outcomes from USPTO patents with 853,638 reactions. Predict the reaction yield, written as a fraction of the theoretical maximum amount of product (1.0 means a 100% yield; for example, 0.34 means a 34% yield). (1) The yield is 0.140. The product is [F:1][C:2]1[CH:3]=[CH:4][C:5]([CH2:8][C:10]2[CH:15]=[CH:14][C:13]([N+:16]([O-:18])=[O:17])=[CH:12][CH:11]=2)=[CH:6][CH:7]=1. The catalyst is ClCCl. The reactants are [F:1][C:2]1[CH:7]=[CH:6][C:5]([C:8]([C:10]2[CH:15]=[CH:14][C:13]([N+:16]([O-:18])=[O:17])=[CH:12][CH:11]=2)=O)=[CH:4][CH:3]=1.FC(F)(F)S(O)(=O)=O.C([SiH](CC)CC)C.C(=O)(O)[O-].[Na+]. (2) The product is [Br:1][C:2]1[CH:7]=[CH:6][C:5]([S:8]([NH:17][CH2:16][CH:13]2[CH2:15][CH2:14]2)(=[O:10])=[O:9])=[CH:4][C:3]=1[F:12]. The yield is 0.550. The reactants are [Br:1][C:2]1[CH:7]=[CH:6][C:5]([S:8](Cl)(=[O:10])=[O:9])=[CH:4][C:3]=1[F:12].[CH:13]1([CH2:16][NH2:17])[CH2:15][CH2:14]1. The catalyst is ClCCl. (3) The reactants are [H-].[Na+].[NH:3]1[C:11]2[C:6](=[CH:7][CH:8]=[CH:9][CH:10]=2)[C:5]([C:12]([O:14][CH3:15])=[O:13])=[CH:4]1.[CH3:16]I. The catalyst is CN(C=O)C.O. The product is [CH3:16][N:3]1[C:11]2[C:6](=[CH:7][CH:8]=[CH:9][CH:10]=2)[C:5]([C:12]([O:14][CH3:15])=[O:13])=[CH:4]1. The yield is 0.960. (4) The reactants are C([N:8]1[CH2:13][CH2:12][CH:11]([N:14]2[CH2:19][C:18]3[CH:20]=[CH:21][CH:22]=[CH:23][C:17]=3[NH:16][S:15]2(=[O:25])=[O:24])[CH2:10][CH2:9]1)C1C=CC=CC=1. The catalyst is CO.[Pd]. The product is [NH:8]1[CH2:9][CH2:10][CH:11]([N:14]2[CH2:19][C:18]3[CH:20]=[CH:21][CH:22]=[CH:23][C:17]=3[NH:16][S:15]2(=[O:25])=[O:24])[CH2:12][CH2:13]1. The yield is 0.750.